From a dataset of Forward reaction prediction with 1.9M reactions from USPTO patents (1976-2016). Predict the product of the given reaction. (1) Given the reactants [H-].[Na+].[Br-].[Br:4][C:5]1[CH:30]=[CH:29][CH:28]=[CH:27][C:6]=1[CH2:7][P+](C1C=CC=CC=1)(C1C=CC=CC=1)C1C=CC=CC=1.O=[C:32]1[CH2:37][CH2:36][N:35]([C:38]2[CH:47]=[CH:46][C:41]([C:42]([O:44][CH3:45])=[O:43])=[C:40]([O:48][C:49]3[CH:54]=[CH:53][CH:52]=[CH:51][CH:50]=3)[CH:39]=2)[CH2:34][CH2:33]1.Cl, predict the reaction product. The product is: [Br:4][C:5]1[CH:30]=[CH:29][CH:28]=[CH:27][C:6]=1[CH:7]=[C:32]1[CH2:33][CH2:34][N:35]([C:38]2[CH:47]=[CH:46][C:41]([C:42]([O:44][CH3:45])=[O:43])=[C:40]([O:48][C:49]3[CH:50]=[CH:51][CH:52]=[CH:53][CH:54]=3)[CH:39]=2)[CH2:36][CH2:37]1. (2) Given the reactants [CH3:1][C:2]1[CH:10]=[CH:9][C:5]([C:6](O)=[O:7])=[CH:4][C:3]=1[N:11]1[CH:15]=[C:14]([C:16]2[CH:17]=[N:18][C:19]([CH3:22])=[CH:20][CH:21]=2)[N:13]=[N:12]1.[NH2:23][C:24]1[C:25]([O:39][CH3:40])=[C:26]([NH:34][S:35]([CH3:38])(=[O:37])=[O:36])[CH:27]=[C:28]([C:30]([CH3:33])([CH3:32])[CH3:31])[CH:29]=1, predict the reaction product. The product is: [C:30]([C:28]1[CH:27]=[C:26]([NH:34][S:35]([CH3:38])(=[O:37])=[O:36])[C:25]([O:39][CH3:40])=[C:24]([NH:23][C:6](=[O:7])[C:5]2[CH:9]=[CH:10][C:2]([CH3:1])=[C:3]([N:11]3[CH:15]=[C:14]([C:16]4[CH:17]=[N:18][C:19]([CH3:22])=[CH:20][CH:21]=4)[N:13]=[N:12]3)[CH:4]=2)[CH:29]=1)([CH3:33])([CH3:31])[CH3:32]. (3) Given the reactants Br[CH:2]([CH3:9])[CH2:3][CH2:4][CH2:5][C:6](Cl)=[O:7].[CH3:10][O:11][C:12]1[CH:17]=[CH:16][C:15]([C:18]2[NH:22][N:21]=[C:20]([NH2:23])[CH:19]=2)=[CH:14][CH:13]=1.C(N(C(C)C)CC)(C)C.[N:33]1([C:40](=[O:42])[CH3:41])[CH2:39][CH2:38][CH2:37][NH:36][CH2:35][CH2:34]1.[Na+].[I-], predict the reaction product. The product is: [CH3:10][O:11][C:12]1[CH:13]=[CH:14][C:15]([C:18]2[NH:22][N:21]=[C:20]([NH:23][C:6](=[O:7])[CH2:5][CH2:4][CH2:3][CH2:2][CH2:9][N:36]3[CH2:37][CH2:38][CH2:39][N:33]([C:40](=[O:42])[CH3:41])[CH2:34][CH2:35]3)[CH:19]=2)=[CH:16][CH:17]=1. (4) Given the reactants Cl.[CH3:2][N:3]([CH3:35])[C:4]1([C:29]2[CH:34]=[CH:33][CH:32]=[CH:31][CH:30]=2)[CH2:9][CH2:8][CH:7]([NH:10][C:11]([N:13]2[CH2:18][CH2:17][CH:16]([C:19]3[C:27]4[C:22](=[CH:23][CH:24]=[C:25]([F:28])[CH:26]=4)[NH:21][CH:20]=3)[CH2:15][CH2:14]2)=[O:12])[CH2:6][CH2:5]1.[Cl:36][Si](C)(C)C, predict the reaction product. The product is: [ClH:36].[CH3:2][N:3]([CH3:35])[C:4]1([C:29]2[CH:30]=[CH:31][CH:32]=[CH:33][CH:34]=2)[CH2:9][CH2:8][CH:7]([NH:10][C:11]([N:13]2[CH2:14][CH2:15][CH:16]([C:19]3[C:27]4[C:22](=[CH:23][CH:24]=[C:25]([F:28])[CH:26]=4)[NH:21][CH:20]=3)[CH2:17][CH2:18]2)=[O:12])[CH2:6][CH2:5]1.[CH3:2][N:3]([CH3:35])[C:4]1([C:29]2[CH:30]=[CH:31][CH:32]=[CH:33][CH:34]=2)[CH2:9][CH2:8][CH:7]([NH:10][C:11]([N:13]2[CH2:14][CH2:15][CH:16]([C:19]3[C:27]4[C:22](=[CH:23][CH:24]=[C:25]([F:28])[CH:26]=4)[NH:21][CH:20]=3)[CH2:17][CH2:18]2)=[O:12])[CH2:6][CH2:5]1. (5) Given the reactants [NH2:1][CH:2]1[N:8]=[C:7]([C:9]2[CH:14]=[CH:13][CH:12]=[CH:11][CH:10]=2)[C:6]2[CH:15]=[CH:16][CH:17]=[CH:18][C:5]=2[N:4]([CH2:19][C:20]([F:23])([F:22])[F:21])[C:3]1=[O:24].C1C([N+]([O-])=O)=CC=C([Cl-][C:35]([O-])=[O:36])C=1.C(N(CC)CC)C.Br.Br.[O:47]=[C:48]1[NH:56][C:51]2[CH:52]=[N:53][CH:54]=[CH:55][C:50]=2[N:49]1[CH:57]1[CH2:62][CH2:61][NH:60][CH2:59][CH2:58]1, predict the reaction product. The product is: [O:24]=[C:3]1[C@H:2]([NH:1][C:35]([N:60]2[CH2:61][CH2:62][CH:57]([N:49]3[C:50]4[CH:55]=[CH:54][N:53]=[CH:52][C:51]=4[NH:56][C:48]3=[O:47])[CH2:58][CH2:59]2)=[O:36])[N:8]=[C:7]([C:9]2[CH:10]=[CH:11][CH:12]=[CH:13][CH:14]=2)[C:6]2[CH:15]=[CH:16][CH:17]=[CH:18][C:5]=2[N:4]1[CH2:19][C:20]([F:21])([F:23])[F:22].